This data is from Full USPTO retrosynthesis dataset with 1.9M reactions from patents (1976-2016). The task is: Predict the reactants needed to synthesize the given product. (1) Given the product [CH2:6]1[C:5]2[C:10](=[CH:1][C:2]([C:15]([O:17][CH3:18])=[O:16])=[CH:3][CH:4]=2)[CH2:9][CH2:8][CH:7]1[C:11]([O:13][CH3:14])=[O:12], predict the reactants needed to synthesize it. The reactants are: [CH:1]1[C:10]2[C:5](=[CH:6][C:7]([C:11]([O:13][CH3:14])=[O:12])=[CH:8][CH:9]=2)[CH:4]=[CH:3][C:2]=1[C:15]([O:17][CH3:18])=[O:16].[H][H]. (2) Given the product [Br:20][CH:9]([C:3]1[CH:4]=[CH:5][CH:6]=[C:7]([F:8])[C:2]=1[F:1])[C:10]([OH:12])=[O:11], predict the reactants needed to synthesize it. The reactants are: [F:1][C:2]1[C:7]([F:8])=[CH:6][CH:5]=[CH:4][C:3]=1[CH2:9][C:10]([OH:12])=[O:11].C1C(=O)N([Br:20])C(=O)C1.C(OOC(=O)C1C=CC=CC=1)(=O)C1C=CC=CC=1. (3) The reactants are: C[O:2][C:3](=[O:38])[C:4]1[CH:9]=[C:8]([C:10](=[O:26])[C:11]2[CH:16]=[CH:15][C:14]([N:17]([C:19]3[CH:24]=[CH:23][C:22]([Cl:25])=[CH:21][CH:20]=3)[CH3:18])=[CH:13][CH:12]=2)[CH:7]=[CH:6][C:5]=1[N:27]1[C:31]2[CH:32]=[C:33]([CH3:37])[C:34]([CH3:36])=[CH:35][C:30]=2[N:29]=[CH:28]1.[OH-].[Na+].CCO.Cl. Given the product [Cl:25][C:22]1[CH:21]=[CH:20][C:19]([N:17]([CH3:18])[C:14]2[CH:13]=[CH:12][C:11]([C:10]([C:8]3[CH:7]=[CH:6][C:5]([N:27]4[C:31]5[CH:32]=[C:33]([CH3:37])[C:34]([CH3:36])=[CH:35][C:30]=5[N:29]=[CH:28]4)=[C:4]([CH:9]=3)[C:3]([OH:38])=[O:2])=[O:26])=[CH:16][CH:15]=2)=[CH:24][CH:23]=1, predict the reactants needed to synthesize it.